This data is from Reaction yield outcomes from USPTO patents with 853,638 reactions. The task is: Predict the reaction yield, written as a fraction of the theoretical maximum amount of product (1.0 means a 100% yield; for example, 0.34 means a 34% yield). (1) The reactants are [CH:1]1([O:5][C:6]2[CH:7]=[C:8]([C:16]3[N:25](COCC[Si](C)(C)C)[C:19]4[CH:20]=[N:21][NH:22][C:23](=[O:24])[C:18]=4[CH:17]=3)[CH:9]=[CH:10][C:11]=2[O:12][CH:13]([F:15])[F:14])[CH2:4][CH2:3][CH2:2]1.ClC1C2C(=O)NN=CC=2N(COCC[Si](C)(C)C)C=1C1C=CC(OC(F)F)=C(OC2CC2)C=1.C(=O)([O-])O.[Na+]. No catalyst specified. The product is [CH:1]1([O:5][C:6]2[CH:7]=[C:8]([C:16]3[NH:25][C:19]4[CH:20]=[N:21][NH:22][C:23](=[O:24])[C:18]=4[CH:17]=3)[CH:9]=[CH:10][C:11]=2[O:12][CH:13]([F:14])[F:15])[CH2:2][CH2:3][CH2:4]1. The yield is 0.600. (2) The reactants are C(O[C:5](=[O:7])[CH3:6])(=O)C.[CH3:8][N:9]1[C:13](N)=[CH:12][C:11]([CH3:15])=[N:10]1.P(Cl)(Cl)([Cl:18])=O.C[N:22]([CH:24]=O)[CH3:23]. The product is [Cl:18][C:24]1[N:22]=[C:23]2[N:9]([CH3:8])[N:10]=[C:11]([CH3:15])[C:12]2=[CH:13][C:6]=1[CH:5]=[O:7]. The yield is 0.440. No catalyst specified. (3) The product is [F:25][C:23]1[CH:22]=[CH:21][C:20]([CH3:26])=[C:19]([C@H:5]([O:4][CH2:3][CH2:2][NH:1][C:35]([O:37][CH3:38])=[O:36])[C@@H:6]2[CH2:11][CH2:10][CH2:9][N:8]([C:12]([O:14][C:15]([CH3:18])([CH3:17])[CH3:16])=[O:13])[CH2:7]2)[CH:24]=1. The yield is 0.980. The catalyst is CN(C1C=CN=CC=1)C.C(Cl)Cl. The reactants are [NH2:1][CH2:2][CH2:3][O:4][C@@H:5]([C:19]1[CH:24]=[C:23]([F:25])[CH:22]=[CH:21][C:20]=1[CH3:26])[C@@H:6]1[CH2:11][CH2:10][CH2:9][N:8]([C:12]([O:14][C:15]([CH3:18])([CH3:17])[CH3:16])=[O:13])[CH2:7]1.CCN(CC)CC.Cl[C:35]([O:37][CH3:38])=[O:36]. (4) The reactants are [NH2:1][C:2]1[C:7]([F:8])=[CH:6][C:5]([F:9])=[CH:4][C:3]=1[NH:10][C:11]1[C:19]2[O:18][CH2:17][C@@H:16]([N:20]([C:35](=[O:40])[C:36]([F:39])([F:38])[F:37])[C:21]3[CH:34]=[CH:33][C:24]4[C@H:25]([CH2:28][C:29]([O:31][CH3:32])=[O:30])[CH2:26][O:27][C:23]=4[CH:22]=3)[C:15]=2[CH:14]=[CH:13][CH:12]=1.[CH2:41]([O:43][C:44](OCC)(OCC)OCC)[CH3:42].C(=O)([O-])O.[Na+]. The catalyst is C(O)(=O)C. The product is [CH2:41]([O:43][C:44]1[N:10]([C:11]2[C:19]3[O:18][CH2:17][C@@H:16]([N:20]([C:35](=[O:40])[C:36]([F:38])([F:37])[F:39])[C:21]4[CH:34]=[CH:33][C:24]5[C@H:25]([CH2:28][C:29]([O:31][CH3:32])=[O:30])[CH2:26][O:27][C:23]=5[CH:22]=4)[C:15]=3[CH:14]=[CH:13][CH:12]=2)[C:3]2[CH:4]=[C:5]([F:9])[CH:6]=[C:7]([F:8])[C:2]=2[N:1]=1)[CH3:42]. The yield is 0.620. (5) The reactants are [CH3:1][N:2]1[CH2:7][CH2:6][CH2:5][C@@H:4]([C:8](OCC)=[O:9])[CH2:3]1.[H-].[Al+3].[Li+].[H-].[H-].[H-].O.[OH-].[Na+]. The catalyst is CCOCC.C1COCC1. The product is [CH3:1][N:2]1[CH2:7][CH2:6][CH2:5][C@@H:4]([CH2:8][OH:9])[CH2:3]1. The yield is 0.940. (6) The reactants are [Cl:1][C:2]1[CH:7]=[CH:6][C:5]([CH2:8][CH2:9][C:10](=[O:17])[CH2:11][C:12](OCC)=O)=[CH:4][CH:3]=1.[I-].[Na+].CC(C)([O-])C.[K+].BrC[CH2:28][CH2:29][CH2:30][CH2:31][CH2:32][Cl:33].[OH-].[Na+].Cl. The catalyst is O.C(C(C)=O)C(C)C.C(O)(C)(C)C. The product is [Cl:33][CH2:32][CH2:31][CH2:30][CH2:29][CH2:28][CH2:12][CH2:11][C:10](=[O:17])[CH2:9][CH2:8][C:5]1[CH:4]=[CH:3][C:2]([Cl:1])=[CH:7][CH:6]=1. The yield is 0.640.